This data is from Full USPTO retrosynthesis dataset with 1.9M reactions from patents (1976-2016). The task is: Predict the reactants needed to synthesize the given product. (1) Given the product [ClH:25].[O:4]=[C:5]1[CH2:9][CH2:8][N:7]([C@H:10]2[CH2:15][CH2:14][CH2:13][CH2:12][C@@H:11]2[O:16][CH2:17][CH2:18][C:19]2[C:24]([Cl:25])=[CH:23][CH:22]=[CH:21][C:20]=2[Cl:26])[CH2:6]1, predict the reactants needed to synthesize it. The reactants are: O1[C:5]2([CH2:9][CH2:8][N:7]([C@H:10]3[CH2:15][CH2:14][CH2:13][CH2:12][C@@H:11]3[O:16][CH2:17][CH2:18][C:19]3[C:24]([Cl:25])=[CH:23][CH:22]=[CH:21][C:20]=3[Cl:26])[CH2:6]2)[O:4]CC1.S([O-])(=O)(=O)C.O. (2) Given the product [Cl:1][C:2]1[CH:7]=[CH:6][CH:5]=[CH:4][C:3]=1[C:8]([CH3:13])([CH3:12])[C:9]([CH:19]([C:20]([O:22][CH2:23][CH3:24])=[O:21])[C:18]([O:26][CH2:27][CH3:28])=[O:25])=[O:11], predict the reactants needed to synthesize it. The reactants are: [Cl:1][C:2]1[CH:7]=[CH:6][CH:5]=[CH:4][C:3]=1[C:8]([CH3:13])([CH3:12])[C:9]([OH:11])=O.S(Cl)(Cl)=O.[C:18]([O:26][CH2:27][CH3:28])(=[O:25])[CH2:19][C:20]([O:22][CH2:23][CH3:24])=[O:21].[Mg+2].[Cl-].[Cl-]. (3) Given the product [Br:1][C:2]1[C:7]2[S:8][C:9]([C:12]([N:14]3[CH2:15][CH2:16][O:17][CH2:18][CH2:19]3)=[O:13])=[C:10]([Cl:11])[C:6]=2[CH:5]=[C:4]([O:20][CH3:21])[C:3]=1[O:22][CH3:23], predict the reactants needed to synthesize it. The reactants are: [Br:1][C:2]1[C:7]2[S:8][C:9]([C:12]([N:14]3[CH2:19][CH2:18][O:17][CH2:16][CH2:15]3)=[O:13])=[C:10]([Cl:11])[C:6]=2[CH:5]=[C:4]([O:20][CH3:21])[C:3]=1[OH:22].[CH:23](N(C(C)C)CC)(C)C.O.